Dataset: Forward reaction prediction with 1.9M reactions from USPTO patents (1976-2016). Task: Predict the product of the given reaction. (1) The product is: [Br:1][C:2]1[CH:3]=[C:4]2[C:8](=[CH:9][CH:10]=1)[N:7]([C:22]([O:21][C:17]([CH3:20])([CH3:19])[CH3:18])=[O:23])[C:6]([C:11]([O:13][CH3:14])=[O:12])=[CH:5]2. Given the reactants [Br:1][C:2]1[CH:3]=[C:4]2[C:8](=[CH:9][CH:10]=1)[NH:7][C:6]([C:11]([O:13][CH3:14])=[O:12])=[CH:5]2.[H-].[Na+].[C:17]([O:21][C:22](O[C:22]([O:21][C:17]([CH3:20])([CH3:19])[CH3:18])=[O:23])=[O:23])([CH3:20])([CH3:19])[CH3:18], predict the reaction product. (2) The product is: [F:36][C:37]1([F:42])[CH2:41][CH2:40][N:39]([C:2]2[CH:35]=[CH:34][C:5]([CH2:6][N:7]3[C:11]4[CH:12]=[C:13]([O:17][CH2:18][C:19]5[CH:23]=[CH:22][N:21]([CH3:24])[N:20]=5)[CH:14]=[C:15]([F:16])[C:10]=4[N:9]=[C:8]3[C@H:25]3[CH2:30][CH2:29][CH2:28][CH2:27][C@H:26]3[C:31]([OH:33])=[O:32])=[CH:4][CH:3]=2)[CH2:38]1. Given the reactants Br[C:2]1[CH:35]=[CH:34][C:5]([CH2:6][N:7]2[C:11]3[CH:12]=[C:13]([O:17][CH2:18][C:19]4[CH:23]=[CH:22][N:21]([CH3:24])[N:20]=4)[CH:14]=[C:15]([F:16])[C:10]=3[N:9]=[C:8]2[C@H:25]2[CH2:30][CH2:29][CH2:28][CH2:27][C@H:26]2[C:31]([OH:33])=[O:32])=[CH:4][CH:3]=1.[F:36][C:37]1([F:42])[CH2:41][CH2:40][NH:39][CH2:38]1, predict the reaction product. (3) Given the reactants N#N.[CH3:3][C:4]1([C:9]2[CH:10]=[C:11]([CH2:15][OH:16])[CH:12]=[CH:13][CH:14]=2)[O:8][CH2:7][CH2:6][O:5]1.CCN(CC)CC.[S:24](Cl)([CH3:27])(=[O:26])=[O:25], predict the reaction product. The product is: [CH3:27][S:24]([O:16][CH2:15][C:11]1[CH:12]=[CH:13][CH:14]=[C:9]([C:4]2([CH3:3])[O:5][CH2:6][CH2:7][O:8]2)[CH:10]=1)(=[O:26])=[O:25]. (4) Given the reactants [F:1][C:2]1[CH:11]=[C:10]([O:12]COC)[CH:9]=[C:8]2[C:3]=1[CH:4]=[C:5]([CH:16]=[O:17])[CH2:6][O:7]2.Cl, predict the reaction product. The product is: [F:1][C:2]1[CH:11]=[C:10]([OH:12])[CH:9]=[C:8]2[C:3]=1[CH:4]=[C:5]([CH:16]=[O:17])[CH2:6][O:7]2. (5) Given the reactants [Li].[Br:2][C:3]1[CH:8]=[C:7]([F:9])[CH:6]=[CH:5][C:4]=1[C@@H:10]1[N:15]=[C:14]([C:16]2[S:17][CH:18]=[CH:19][N:20]=2)[NH:13][C:12]([CH2:21][N:22]2[CH2:27][CH2:26][O:25][CH2:24][C@H:23]2[C:28]([OH:30])=[O:29])=[C:11]1[C:31]([O:33][C@H:34](C)[C:35](OCC)=O)=[O:32], predict the reaction product. The product is: [Br:2][C:3]1[CH:8]=[C:7]([F:9])[CH:6]=[CH:5][C:4]=1[C@@H:10]1[N:15]=[C:14]([C:16]2[S:17][CH:18]=[CH:19][N:20]=2)[NH:13][C:12]([CH2:21][N:22]2[CH2:27][CH2:26][O:25][CH2:24][C@H:23]2[C:28]([OH:30])=[O:29])=[C:11]1[C:31]([O:33][CH2:34][CH3:35])=[O:32]. (6) Given the reactants C1(P(C2C=CC=CC=2)C2C=CC=CC=2)C=CC=CC=1.N1C=CN=C1.[I:25]I.O[CH2:28][CH2:29][C@@H:30]1[CH2:34][O:33][C:32]([CH3:36])([CH3:35])[O:31]1.S([O-])([O-])(=O)=S.[Na+].[Na+], predict the reaction product. The product is: [I:25][CH2:28][CH2:29][C@@H:30]1[CH2:34][O:33][C:32]([CH3:36])([CH3:35])[O:31]1. (7) Given the reactants [NH:1]1[CH2:6][CH2:5][C:4]2([C:14]3[C:9](=[CH:10][CH:11]=[CH:12][CH:13]=3)[CH:8]=[CH:7]2)[CH2:3][CH2:2]1.C(O[O:19][C:20]1[CH:25]=[CH:24][CH:23]=[CH:22][C:21]=1[C:26]([F:29])([F:28])[F:27])(=O)C.C(N([CH2:35][CH3:36])CC)C.C1CN([P+]([O:53]N2N=NC3C=CC=CC2=3)(N2CCCC2)N2CCCC2)CC1.F[P-](F)(F)(F)(F)F, predict the reaction product. The product is: [N:1]1([C:35](=[O:53])[CH2:36][O:19][C:20]2[CH:25]=[CH:24][CH:23]=[CH:22][C:21]=2[C:26]([F:27])([F:28])[F:29])[CH2:6][CH2:5][C:4]2([C:14]3[C:9](=[CH:10][CH:11]=[CH:12][CH:13]=3)[CH:8]=[CH:7]2)[CH2:3][CH2:2]1.